Dataset: Full USPTO retrosynthesis dataset with 1.9M reactions from patents (1976-2016). Task: Predict the reactants needed to synthesize the given product. (1) Given the product [C:1]([N:4]1[C:13]2[C:8](=[CH:9][C:10]([C:32]3[CH:31]=[N:30][N:29]([CH2:28][CH2:27][O:26][CH3:25])[CH:33]=3)=[CH:11][CH:12]=2)[C@H:7]([NH:15][C:16]2[CH:23]=[CH:22][C:19]([C:20]#[N:21])=[CH:18][N:17]=2)[CH2:6][C@@H:5]1[CH3:24])(=[O:3])[CH3:2], predict the reactants needed to synthesize it. The reactants are: [C:1]([N:4]1[C:13]2[C:8](=[CH:9][C:10](Br)=[CH:11][CH:12]=2)[C@H:7]([NH:15][C:16]2[CH:23]=[CH:22][C:19]([C:20]#[N:21])=[CH:18][N:17]=2)[CH2:6][C@@H:5]1[CH3:24])(=[O:3])[CH3:2].[CH3:25][O:26][CH2:27][CH2:28][N:29]1[CH:33]=[C:32](B2OC(C)(C)C(C)(C)O2)[CH:31]=[N:30]1.C(=O)([O-])[O-].[K+].[K+].O1CCOCC1. (2) Given the product [CH:24]1([C:27]([NH:29][NH:30][C:11]([C:8]2[CH:9]=[C:10]3[C:5](=[CH:6][CH:7]=2)[N:4]([S:14]([C:17]2[CH:18]=[CH:19][C:20]([CH3:21])=[CH:22][CH:23]=2)(=[O:16])=[O:15])[CH:3]=[C:2]3[I:1])=[O:13])=[O:28])[CH2:26][CH2:25]1, predict the reactants needed to synthesize it. The reactants are: [I:1][C:2]1[C:10]2[C:5](=[CH:6][CH:7]=[C:8]([C:11]([OH:13])=O)[CH:9]=2)[N:4]([S:14]([C:17]2[CH:23]=[CH:22][C:20]([CH3:21])=[CH:19][CH:18]=2)(=[O:16])=[O:15])[CH:3]=1.[CH:24]1([C:27]([NH:29][NH2:30])=[O:28])[CH2:26][CH2:25]1.C(N(C(C)C)C(C)C)C.CN(C(ON1N=NC2C=CC=NC1=2)=[N+](C)C)C.F[P-](F)(F)(F)(F)F. (3) Given the product [CH3:31][CH:32]1[CH2:37][CH2:36][CH2:35][CH2:34][N:33]1[CH2:6][CH2:7][C:8]1[O:9][C:10]2[CH:16]=[CH:15][C:14]([C:17]3[CH:18]=[CH:19][C:20]([C:23]([N:25]4[CH2:26][CH2:27][O:28][CH2:29][CH2:30]4)=[O:24])=[CH:21][CH:22]=3)=[CH:13][C:11]=2[CH:12]=1, predict the reactants needed to synthesize it. The reactants are: CS(O[CH2:6][CH2:7][C:8]1[O:9][C:10]2[CH:16]=[CH:15][C:14]([C:17]3[CH:22]=[CH:21][C:20]([C:23]([N:25]4[CH2:30][CH2:29][O:28][CH2:27][CH2:26]4)=[O:24])=[CH:19][CH:18]=3)=[CH:13][C:11]=2[CH:12]=1)(=O)=O.[CH3:31][CH:32]1[CH2:37][CH2:36][CH2:35][CH2:34][NH:33]1. (4) Given the product [Cl:14][C:8]1[CH:9]=[CH:10][CH:11]=[C:12]([CH3:13])[C:7]=1[N:6]1[C:2]2=[N:1][C:29]([CH2:28][C:25]3[CH:26]=[CH:27][C:22]([NH2:21])=[CH:23][CH:24]=3)=[N:20][C:18](=[O:19])[C:3]2=[C:4]([CH:15]([CH3:17])[CH3:16])[NH:5]1, predict the reactants needed to synthesize it. The reactants are: [NH2:1][C:2]1[N:6]([C:7]2[C:12]([CH3:13])=[CH:11][CH:10]=[CH:9][C:8]=2[Cl:14])[N:5]=[C:4]([CH:15]([CH3:17])[CH3:16])[C:3]=1[C:18]([NH2:20])=[O:19].[NH2:21][C:22]1[CH:27]=[CH:26][C:25]([CH2:28][C:29]([O-])=O)=[CH:24][CH:23]=1.[O-]CC.[Na+].